This data is from Reaction yield outcomes from USPTO patents with 853,638 reactions. The task is: Predict the reaction yield, written as a fraction of the theoretical maximum amount of product (1.0 means a 100% yield; for example, 0.34 means a 34% yield). (1) The reactants are C1(P(C2C=CC=CC=2)C2C=CC=CC=2)C=CC=CC=1.BrN1C(=O)CCC1=O.[Cl:28][C:29]1[CH:30]=[C:31]([CH:39]([CH2:43][CH:44]2[CH2:48][CH2:47][CH2:46][CH2:45]2)[C:40]([OH:42])=O)[CH:32]=[CH:33][C:34]=1[S:35]([CH3:38])(=[O:37])=[O:36].[NH2:49][C:50]1[CH:55]=[CH:54][C:53]([Cl:56])=[CH:52][N:51]=1.N1C=CC=CC=1. The catalyst is C(Cl)Cl.O. The product is [Cl:28][C:29]1[CH:30]=[C:31]([CH:39]([CH2:43][CH:44]2[CH2:48][CH2:47][CH2:46][CH2:45]2)[C:40]([NH:49][C:50]2[CH:55]=[CH:54][C:53]([Cl:56])=[CH:52][N:51]=2)=[O:42])[CH:32]=[CH:33][C:34]=1[S:35]([CH3:38])(=[O:36])=[O:37]. The yield is 0.410. (2) The reactants are [N+:1]([C:4]1[CH:5]=[C:6]([C:10]2[C:14]([C:15](=[O:17])[CH3:16])=[CH:13][NH:12][N:11]=2)[CH:7]=[CH:8][CH:9]=1)([O-:3])=[O:2].C(=O)([O-])[O-].[Cs+].[Cs+].[CH3:24][O:25][C:26]1[CH:33]=[CH:32][C:29]([CH2:30]Cl)=[CH:28][CH:27]=1. The catalyst is CN(C)C=O. The product is [CH3:24][O:25][C:26]1[CH:33]=[CH:32][C:29]([CH2:30][N:12]2[CH:13]=[C:14]([C:15](=[O:17])[CH3:16])[C:10]([C:6]3[CH:7]=[CH:8][CH:9]=[C:4]([N+:1]([O-:3])=[O:2])[CH:5]=3)=[N:11]2)=[CH:28][CH:27]=1. The yield is 0.970. (3) The reactants are [F:1][C:2]1[CH:3]=[C:4]([CH:6]=[CH:7][CH:8]=1)[NH2:5].C([O-])([O-])=O.[K+].[K+].[CH2:15]([O:19][C:20](Cl)=[O:21])[CH:16]([CH3:18])[CH3:17].[Br:23]N1C(C)(C)C(=O)N(Br)C1=O. The catalyst is O.C(Cl)Cl. The product is [Br:23][C:8]1[CH:7]=[CH:6][C:4]([NH:5][C:20](=[O:21])[O:19][CH2:15][CH:16]([CH3:18])[CH3:17])=[CH:3][C:2]=1[F:1]. The yield is 0.840. (4) The reactants are [CH:1]([CH:4]1[N:9]([C:10]2[CH:19]=[N:18][C:17]3[C:12](=[CH:13][CH:14]=[CH:15][CH:16]=3)[N:11]=2)[CH2:8][CH2:7][N:6](C(OC(C)(C)C)=O)[CH2:5]1)([CH3:3])[CH3:2]. The catalyst is CO.Cl. The product is [CH:1]([CH:4]1[CH2:5][NH:6][CH2:7][CH2:8][N:9]1[C:10]1[CH:19]=[N:18][C:17]2[C:12](=[CH:13][CH:14]=[CH:15][CH:16]=2)[N:11]=1)([CH3:3])[CH3:2]. The yield is 0.940. (5) The reactants are [CH3:1][C:2]1[S:3][C:4](B(O)O)=[CH:5][CH:6]=1.Br[C:11]1[S:15][C:14]([S:16]([N:19]2[CH:23]=[CH:22][CH:21]=[CH:20]2)(=[O:18])=[O:17])=[CH:13][CH:12]=1. No catalyst specified. The product is [CH3:1][C:2]1[S:3][C:4]([C:11]2[S:15][C:14]([S:16]([N:19]3[CH:23]=[CH:22][CH:21]=[CH:20]3)(=[O:17])=[O:18])=[CH:13][CH:12]=2)=[CH:5][CH:6]=1. The yield is 0.720. (6) The reactants are [F:1][C:2]1[CH:3]=[CH:4][C:5]([CH3:19])=[C:6]([C:8]2[CH:17]=[C:16]3[C:11]([CH:12]=[C:13]([NH2:18])[N:14]=[CH:15]3)=[CH:10][CH:9]=2)[CH:7]=1.[C:20](Cl)(=[O:22])[CH3:21].O. The catalyst is N1C=CC=CC=1. The product is [F:1][C:2]1[CH:3]=[CH:4][C:5]([CH3:19])=[C:6]([C:8]2[CH:17]=[C:16]3[C:11]([CH:12]=[C:13]([NH:18][C:20](=[O:22])[CH3:21])[N:14]=[CH:15]3)=[CH:10][CH:9]=2)[CH:7]=1. The yield is 0.152. (7) The reactants are [OH:1][PH:2]([CH2:4][CH:5]([CH2:13][CH2:14][C:15]([O:17][C:18]([CH3:21])([CH3:20])[CH3:19])=[O:16])[C:6]([O:8][C:9]([CH3:12])([CH3:11])[CH3:10])=[O:7])=[O:3].[C:22](O)([CH3:25])([CH3:24])[CH3:23].C(N=C=NCCCN(C)C)C.O. The catalyst is ClCCl.CN(C)C1C=CN=CC=1. The product is [C:22]([O:3][PH:2]([CH2:4][CH:5]([CH2:13][CH2:14][C:15]([O:17][C:18]([CH3:21])([CH3:20])[CH3:19])=[O:16])[C:6]([O:8][C:9]([CH3:10])([CH3:11])[CH3:12])=[O:7])=[O:1])([CH3:25])([CH3:24])[CH3:23]. The yield is 0.700. (8) The reactants are Br[CH2:2][CH:3]([OH:7])[CH2:4][CH2:5]Br.[CH:8]1([NH2:11])[CH2:10][CH2:9]1. No catalyst specified. The product is [CH:8]1([N:11]2[CH2:5][CH2:4][CH:3]([OH:7])[CH2:2]2)[CH2:10][CH2:9]1. The yield is 0.600. (9) The reactants are [OH:1][C:2]1[CH:7]=[CH:6][C:5]([CH2:8][CH2:9][C:10]([O:12][CH3:13])=[O:11])=[CH:4][CH:3]=1.[CH3:14][C:15]1[CH:29]=[CH:28][CH:27]=[C:26]([CH3:30])[C:16]=1[O:17][C:18]1[CH:19]=[C:20]([CH2:24]O)[CH:21]=[CH:22][CH:23]=1.C1(P(C2C=CC=CC=2)C2C=CC=CC=2)C=CC=CC=1.C1(C)C=CC=CC=1.N(C(OCC)=O)=NC(OCC)=O. The catalyst is O1CCCC1. The product is [CH3:14][C:15]1[CH:29]=[CH:28][CH:27]=[C:26]([CH3:30])[C:16]=1[O:17][C:18]1[CH:19]=[C:20]([CH:21]=[CH:22][CH:23]=1)[CH2:24][O:1][C:2]1[CH:3]=[CH:4][C:5]([CH2:8][CH2:9][C:10]([O:12][CH3:13])=[O:11])=[CH:6][CH:7]=1. The yield is 0.500. (10) The reactants are [C:1]1([Mg]Br)[CH:6]=[CH:5][CH:4]=[CH:3][CH:2]=1.[O:9]=[C:10]1[CH2:13][N:12]([C:14]([O:16][C:17]([CH3:20])([CH3:19])[CH3:18])=[O:15])[CH2:11]1.[Cl-].[NH4+].Cl. The catalyst is C(OCC)C.C1COCC1. The product is [OH:9][C:10]1([C:1]2[CH:6]=[CH:5][CH:4]=[CH:3][CH:2]=2)[CH2:11][N:12]([C:14]([O:16][C:17]([CH3:20])([CH3:19])[CH3:18])=[O:15])[CH2:13]1. The yield is 0.350.